This data is from PAMPA (Parallel Artificial Membrane Permeability Assay) permeability data from NCATS. The task is: Regression/Classification. Given a drug SMILES string, predict its absorption, distribution, metabolism, or excretion properties. Task type varies by dataset: regression for continuous measurements (e.g., permeability, clearance, half-life) or binary classification for categorical outcomes (e.g., BBB penetration, CYP inhibition). Dataset: pampa_ncats. (1) The compound is CN(C)[C@H]1[C@@H]2[C@H]([C@@H]3C(=C)C4=C(C(=CC=C4)O)C(=C3C(=O)[C@@]2(C(=C(C1=O)C(=O)N)O)O)O)O.Cl. The result is 0 (low-to-moderate permeability). (2) The drug is CC1=NN=C(S1)N2C(C3=C(C2=O)OC4=CC=CC=C4C3=O)C5=CC=C(C=C5)F. The result is 1 (high permeability). (3) The drug is C1COCCC1N2C[C@@H]3C[C@H](C2)C4=CC=C(C(=O)N4C3)C5=CC=CS5. The result is 1 (high permeability). (4) The drug is CC1=C(C=C(C=C1)N2C3=NC=NC(=C3C=N2)NCCCN(C)C)Cl. The result is 1 (high permeability). (5) The drug is CC1=CC2=C(C=C1)OC3=C(C2=O)C(N(C3=O)CCCN4CCOCC4)C5=CC(=CC=C5)O. The result is 1 (high permeability).